From a dataset of Peptide-MHC class II binding affinity with 134,281 pairs from IEDB. Regression. Given a peptide amino acid sequence and an MHC pseudo amino acid sequence, predict their binding affinity value. This is MHC class II binding data. The peptide sequence is SQDLELSWNLNGLQAC. The MHC is DRB1_0802 with pseudo-sequence DRB1_0802. The binding affinity (normalized) is 0.289.